Dataset: Reaction yield outcomes from USPTO patents with 853,638 reactions. Task: Predict the reaction yield, written as a fraction of the theoretical maximum amount of product (1.0 means a 100% yield; for example, 0.34 means a 34% yield). (1) The reactants are [CH3:1][N:2]1[CH:6]=[C:5]([S:7]([N:10]2[CH2:19][CH2:18][C:17]3[C:12](=[CH:13][C:14]([CH:20]([CH2:23][C:24]4[CH:29]=[CH:28][CH:27]=[CH:26][CH:25]=4)[C:21]#[N:22])=[CH:15][CH:16]=3)[CH2:11]2)(=[O:9])=[O:8])[N:4]=[CH:3]1. The catalyst is C1COCC1.C(Cl)Cl. The product is [CH3:1][N:2]1[CH:6]=[C:5]([S:7]([N:10]2[CH2:19][CH2:18][C:17]3[C:12](=[CH:13][C:14]([CH:20]([CH2:23][C:24]4[CH:29]=[CH:28][CH:27]=[CH:26][CH:25]=4)[CH2:21][NH2:22])=[CH:15][CH:16]=3)[CH2:11]2)(=[O:8])=[O:9])[N:4]=[CH:3]1. The yield is 0.220. (2) The reactants are [NH2:1][C:2]1[CH:7]=[C:6]([Cl:8])[CH:5]=[CH:4][C:3]=1[OH:9].[OH-].[K+].[C:12](=S)=[S:13]. The catalyst is CCO. The product is [Cl:8][C:6]1[CH:5]=[CH:4][C:3]2[O:9][C:12](=[S:13])[NH:1][C:2]=2[CH:7]=1. The yield is 0.890. (3) The reactants are [F:1][C:2]1[CH:3]=[CH:4][C:5]([NH:8][NH2:9])=[N:6][CH:7]=1.CCN(C(C)C)C(C)C.[CH3:19][C@H:20]1[CH2:25][CH2:24][CH2:23][CH2:22][N:21]1[C:26](Cl)=[O:27].O. The catalyst is C(Cl)Cl.CO. The product is [F:1][C:2]1[CH:3]=[CH:4][C:5]([NH:8][NH:9][C:26]([N:21]2[CH2:22][CH2:23][CH2:24][CH2:25][C@@H:20]2[CH3:19])=[O:27])=[N:6][CH:7]=1. The yield is 0.570. (4) The reactants are [C:1]([NH:5][C:6]1[N:10]2[CH:11]=[CH:12][N:13]=[CH:14][C:9]2=[N:8][C:7]=1[C:15]1[S:16][C:17]([C:20]#[CH:21])=[CH:18][CH:19]=1)([CH3:4])([CH3:3])[CH3:2].Br[C:23]1[CH:28]=[CH:27][CH:26]=[C:25]([CH3:29])[N:24]=1.CCN(CC)CC.C([O-])([O-])=O.[Na+].[Na+]. The catalyst is CN(C=O)C.CC(=O)OCC.[Cu]I.Cl[Pd](Cl)([P](C1C=CC=CC=1)(C1C=CC=CC=1)C1C=CC=CC=1)[P](C1C=CC=CC=1)(C1C=CC=CC=1)C1C=CC=CC=1.CC(C)=O.CC#N. The product is [C:1]([NH:5][C:6]1[N:10]2[CH:11]=[CH:12][N:13]=[CH:14][C:9]2=[N:8][C:7]=1[C:15]1[S:16][C:17]([C:20]#[C:21][C:23]2[CH:28]=[CH:27][CH:26]=[C:25]([CH3:29])[N:24]=2)=[CH:18][CH:19]=1)([CH3:4])([CH3:3])[CH3:2]. The yield is 0.420. (5) The reactants are [S:1]1[CH:5]=[CH:4][CH:3]=[CH:2]1.C([Li])CCC.[Cl:11][C:12]1[CH:23]=[CH:22][C:15]([C:16](N(OC)C)=[O:17])=[CH:14][C:13]=1[S:24](=[O:27])(=[O:26])[NH2:25]. The catalyst is O1CCCC1. The product is [Cl:11][C:12]1[CH:23]=[CH:22][C:15]([C:16]([C:2]2[S:1][CH:5]=[CH:4][CH:3]=2)=[O:17])=[CH:14][C:13]=1[S:24]([NH2:25])(=[O:27])=[O:26]. The yield is 0.180.